This data is from Experimentally validated miRNA-target interactions with 360,000+ pairs, plus equal number of negative samples. The task is: Binary Classification. Given a miRNA mature sequence and a target amino acid sequence, predict their likelihood of interaction. (1) The miRNA is hsa-miR-4728-5p with sequence UGGGAGGGGAGAGGCAGCAAGCA. The protein sequence of the target gene is MASSVDEEALHQLYLWVDNIPLSRPKRNLSRDFSDGVLVAEVIKFYFPKMVEMHNYVPANSLQQKLSNWGHLNRKVLKRLNFSVPDDVMRKIAQCAPGVVELVLIPLRQRLEERQRRRKQGAGSLQELAPQDGSGYMDVGVSQKARGEGVPDPQGGGQLSWDRPPAPRPPAYNRALQGDPSFVLQIAEKEQELLASQETVQVLQMKVRRLEHLLQLKNVRIEDLSRRLQQAERKQR. Result: 1 (interaction). (2) The miRNA is mmu-miR-501-3p with sequence AAUGCACCCGGGCAAGGAUUUG. The protein sequence of the target gene is MARGNQREIARQKNMKKTQEISKGKRKEDSLTASQRKQRDSEIMQQKQKIANEKKSMQTTEK. Result: 0 (no interaction).